Dataset: Experimental lipophilicity measurements (octanol/water distribution) for 4,200 compounds from AstraZeneca. Task: Regression/Classification. Given a drug SMILES string, predict its absorption, distribution, metabolism, or excretion properties. Task type varies by dataset: regression for continuous measurements (e.g., permeability, clearance, half-life) or binary classification for categorical outcomes (e.g., BBB penetration, CYP inhibition). For this dataset (lipophilicity_astrazeneca), we predict Y. (1) The molecule is Oc1cc(O)cc(/C=C/c2ccc(O)c(O)c2)c1. The Y is 2.11 logD. (2) The molecule is COc1ccccc1CN[C@H]1CCCN[C@H]1c1ccccc1. The Y is 1.50 logD.